Task: Predict the reaction yield, written as a fraction of the theoretical maximum amount of product (1.0 means a 100% yield; for example, 0.34 means a 34% yield).. Dataset: Reaction yield outcomes from USPTO patents with 853,638 reactions (1) The reactants are [I:1][C:2]1[C:6]2[CH:7]=[CH:8][C:9]([N+:11]([O-])=O)=[CH:10][C:5]=2[O:4][C:3]=1[C:14]1[CH:19]=[CH:18][CH:17]=[CH:16][CH:15]=1.[Cl-].[NH4+]. The catalyst is [Fe].O1CCCC1.CO.O. The product is [I:1][C:2]1[C:6]2[CH:7]=[CH:8][C:9]([NH2:11])=[CH:10][C:5]=2[O:4][C:3]=1[C:14]1[CH:19]=[CH:18][CH:17]=[CH:16][CH:15]=1. The yield is 1.00. (2) The reactants are [Cl:1][C:2]1[C:3]2[C:10]([CH:11]=O)=[CH:9][NH:8][C:4]=2[N:5]=[CH:6][N:7]=1.Cl.[NH2:14][OH:15].[OH-].[Na+]. The catalyst is CCO. The product is [Cl:1][C:2]1[C:3]2[C:10]([CH:11]=[N:14][OH:15])=[CH:9][NH:8][C:4]=2[N:5]=[CH:6][N:7]=1. The yield is 0.946. (3) The reactants are [CH3:1][O:2][C:3]1[CH:8]=[CH:7][C:6]([C:9](=[O:16])[CH2:10][CH:11]([CH3:15])[C:12]([OH:14])=[O:13])=[CH:5][CH:4]=1.Br.[CH3:18][C:19](O)=O. No catalyst specified. The product is [CH2:18]([O:13][C:12](=[O:14])[CH:11]([CH3:15])[CH2:10][C:9]([C:6]1[CH:5]=[CH:4][C:3]([O:2][CH3:1])=[CH:8][CH:7]=1)=[O:16])[CH3:19]. The yield is 0.930. (4) The reactants are [F:1][C:2]1[CH:7]=[C:6]([N:8]2[CH2:12][CH2:11][NH:10][C:9]2=[O:13])[CH:5]=[CH:4][C:3]=1[N:14]1[CH:19]=[C:18]([O:20][CH3:21])[C:17](=[O:22])[C:16]([C:23]2[N:27]([C:28]3[CH:33]=[CH:32][CH:31]=[CH:30][CH:29]=3)[N:26]=[CH:25][CH:24]=2)=[N:15]1.I[CH3:35].[H-].[Na+]. The catalyst is CN(C=O)C. The product is [F:1][C:2]1[CH:7]=[C:6]([N:8]2[CH2:12][CH2:11][N:10]([CH3:35])[C:9]2=[O:13])[CH:5]=[CH:4][C:3]=1[N:14]1[CH:19]=[C:18]([O:20][CH3:21])[C:17](=[O:22])[C:16]([C:23]2[N:27]([C:28]3[CH:29]=[CH:30][CH:31]=[CH:32][CH:33]=3)[N:26]=[CH:25][CH:24]=2)=[N:15]1. The yield is 0.590. (5) The reactants are Br[C:2]1[CH:10]=[C:9]2[C:5]([CH:6]=[N:7][NH:8]2)=[CH:4][CH:3]=1.[CH3:11][C:12]1([CH3:28])[C:16]([CH3:18])([CH3:17])[O:15][B:14]([B:14]2[O:15][C:16]([CH3:18])([CH3:17])[C:12]([CH3:28])([CH3:11])[O:13]2)[O:13]1.C(Cl)Cl.CC([O-])=O.[K+]. The catalyst is CN(C=O)C.C1C=CC(P(C2C=CC=CC=2)[C-]2C=CC=C2)=CC=1.C1C=CC(P(C2C=CC=CC=2)[C-]2C=CC=C2)=CC=1.Cl[Pd]Cl.[Fe+2]. The product is [CH3:11][C:12]1([CH3:28])[C:16]([CH3:18])([CH3:17])[O:15][B:14]([C:2]2[CH:10]=[C:9]3[C:5]([CH:6]=[N:7][NH:8]3)=[CH:4][CH:3]=2)[O:13]1. The yield is 1.00. (6) The reactants are [F:1][CH:2]([F:23])[O:3][C:4]1[CH:9]=[CH:8][C:7]([C:10]2[CH:11]=[C:12]3[C:16](=[CH:17][CH:18]=2)[C:15](=[O:19])[O:14][CH2:13]3)=[C:6]([OH:20])[C:5]=1[O:21][CH3:22].C(=O)([O-])[O-].[K+].[K+].[CH2:30](Br)[CH:31]([CH3:33])[CH3:32]. The catalyst is C(#N)C. The product is [F:23][CH:2]([F:1])[O:3][C:4]1[CH:9]=[CH:8][C:7]([C:10]2[CH:11]=[C:12]3[C:16](=[CH:17][CH:18]=2)[C:15](=[O:19])[O:14][CH2:13]3)=[C:6]([O:20][CH2:30][CH:31]([CH3:33])[CH3:32])[C:5]=1[O:21][CH3:22]. The yield is 0.320. (7) The reactants are [CH:1]([N:4](CC)C(C)C)(C)[CH3:2].BrCC#N.[NH:14]([C:30]([O:32][C:33]([CH3:36])([CH3:35])[CH3:34])=[O:31])[C@H:15]([C:27]([OH:29])=[O:28])[CH2:16][CH2:17][CH2:18][CH2:19][NH:20][C:21]([C:23]([F:26])([F:25])[F:24])=[O:22]. The catalyst is C(#N)C. The product is [C:33]([O:32][C:30]([NH:14][C@@H:15]([CH2:16][CH2:17][CH2:18][CH2:19][NH:20][C:21](=[O:22])[C:23]([F:25])([F:26])[F:24])[C:27]([O:29][CH2:2][C:1]#[N:4])=[O:28])=[O:31])([CH3:36])([CH3:35])[CH3:34]. The yield is 0.990.